Dataset: KCNQ2 potassium channel screen with 302,405 compounds. Task: Binary Classification. Given a drug SMILES string, predict its activity (active/inactive) in a high-throughput screening assay against a specified biological target. The compound is s1c(N2C(N3C(CCC3)C2=O)c2cccnc2)ncc1. The result is 0 (inactive).